Dataset: Full USPTO retrosynthesis dataset with 1.9M reactions from patents (1976-2016). Task: Predict the reactants needed to synthesize the given product. (1) Given the product [C:32]([C:36]1[S:43][C:42]2[C:41](=[O:44])[N:40]([C:45]3[C:46]([CH3:60])=[C:47]([C:2]4[N:7]=[C:6]([NH:8][C:9]5[CH:10]=[CH:11][C:12]([CH:15]6[C:20](=[O:21])[N:19]([CH3:22])[CH2:18][CH2:17][N:16]6[C:23]([O:25][C:26]([CH3:29])([CH3:28])[CH3:27])=[O:24])=[CH:13][CH:14]=5)[C:5](=[O:30])[N:4]([CH3:31])[CH:3]=4)[CH:48]=[CH:49][CH:50]=3)[CH2:39][C:38]=2[CH:37]=1)([CH3:35])([CH3:33])[CH3:34], predict the reactants needed to synthesize it. The reactants are: Br[C:2]1[N:7]=[C:6]([NH:8][C:9]2[CH:14]=[CH:13][C:12]([CH:15]3[C:20](=[O:21])[N:19]([CH3:22])[CH2:18][CH2:17][N:16]3[C:23]([O:25][C:26]([CH3:29])([CH3:28])[CH3:27])=[O:24])=[CH:11][CH:10]=2)[C:5](=[O:30])[N:4]([CH3:31])[CH:3]=1.[C:32]([C:36]1[S:43][C:42]2[C:41](=[O:44])[N:40]([C:45]3[CH:50]=[CH:49][CH:48]=[C:47](B4OC(C)(C)C(C)(C)O4)[C:46]=3[CH3:60])[CH2:39][C:38]=2[CH:37]=1)([CH3:35])([CH3:34])[CH3:33].C(=O)([O-])[O-].[Na+].[Na+].O1CCOCC1. (2) Given the product [Cl:1][C:2]1[C:3]([C:33]([C:36]#[N:37])([CH3:34])[CH3:35])=[CH:4][C:5]([O:30][CH2:31][CH3:32])=[C:6]([C:8]2[N:9]([C:27]([N:48]3[CH2:49][CH2:50][N:45]([CH2:44][C:43]([N:42]([CH2:41][CH2:40][C:38]#[N:39])[CH3:52])=[O:51])[CH2:46][CH2:47]3)=[O:28])[C@H:10]([C:20]3[CH:25]=[CH:24][C:23]([Cl:26])=[CH:22][CH:21]=3)[C@H:11]([C:13]3[CH:18]=[CH:17][C:16]([Cl:19])=[CH:15][CH:14]=3)[N:12]=2)[CH:7]=1, predict the reactants needed to synthesize it. The reactants are: [Cl:1][C:2]1[C:3]([C:33]([C:36]#[N:37])([CH3:35])[CH3:34])=[CH:4][C:5]([O:30][CH2:31][CH3:32])=[C:6]([C:8]2[N:9]([C:27](Cl)=[O:28])[C@H:10]([C:20]3[CH:25]=[CH:24][C:23]([Cl:26])=[CH:22][CH:21]=3)[C@H:11]([C:13]3[CH:18]=[CH:17][C:16]([Cl:19])=[CH:15][CH:14]=3)[N:12]=2)[CH:7]=1.[C:38]([CH2:40][CH2:41][N:42]([CH3:52])[C:43](=[O:51])[CH2:44][N:45]1[CH2:50][CH2:49][NH:48][CH2:47][CH2:46]1)#[N:39]. (3) The reactants are: [N:1]1([CH2:7][CH2:8][CH2:9][O:10][C:11]2[CH:16]=[CH:15][C:14]([CH2:17][C:18]([O:20]C)=[O:19])=[CH:13][CH:12]=2)[CH2:6][CH2:5][CH2:4][CH2:3][CH2:2]1.Cl. Given the product [N:1]1([CH2:7][CH2:8][CH2:9][O:10][C:11]2[CH:12]=[CH:13][C:14]([CH2:17][C:18]([OH:20])=[O:19])=[CH:15][CH:16]=2)[CH2:2][CH2:3][CH2:4][CH2:5][CH2:6]1, predict the reactants needed to synthesize it. (4) Given the product [CH3:9][O:8][C:5]1[N:6]=[CH:7][C:2]([CH:12]=[CH:11][C:10]([O:14][CH2:15][CH3:16])=[O:13])=[CH:3][CH:4]=1, predict the reactants needed to synthesize it. The reactants are: Br[C:2]1[CH:3]=[CH:4][C:5]([O:8][CH3:9])=[N:6][CH:7]=1.[C:10]([O:14][CH2:15][CH3:16])(=[O:13])[CH:11]=[CH2:12].C(N(CC)CC)C.C1(C)C=CC=CC=1P(C1C=CC=CC=1C)C1C=CC=CC=1C. (5) Given the product [O:1]=[C:2]1[CH2:7][O:6][C:5]2[CH:8]=[CH:9][C:10]([CH2:12][C:13]([OH:15])=[O:14])=[CH:11][C:4]=2[NH:3]1, predict the reactants needed to synthesize it. The reactants are: [O:1]=[C:2]1[CH2:7][O:6][C:5]2[CH:8]=[CH:9][C:10]([CH2:12][C:13]([O:15]C)=[O:14])=[CH:11][C:4]=2[NH:3]1.[OH-].[Na+]. (6) Given the product [Cl:1][C:2]1[CH:3]=[C:4]([C:8]#[C:9][C:10]2[CH:14]3[CH2:15][CH2:16][N:17]([C:25]([C:21]4[CH:22]=[C:23]([CH3:24])[N:19]([CH3:18])[N:20]=4)=[O:26])[CH:13]3[O:12][N:11]=2)[CH:5]=[CH:6][CH:7]=1, predict the reactants needed to synthesize it. The reactants are: [Cl:1][C:2]1[CH:3]=[C:4]([C:8]#[C:9][C:10]2[NH:11][O:12][CH:13]3[NH:17][CH2:16][CH2:15][C:14]=23)[CH:5]=[CH:6][CH:7]=1.[CH3:18][N:19]1[C:23]([CH3:24])=[CH:22][C:21]([C:25](Cl)=[O:26])=[N:20]1. (7) Given the product [OH:7][CH2:6][CH:5]1[CH:4]([C:8]2[CH:13]=[CH:12][CH:11]=[CH:10][CH:9]=2)[C:3]1([NH:14][S:15]([C:18]1[S:19][C:20]([C:23]2[CH:27]=[C:26]([C:28]([F:29])([F:31])[F:30])[O:25][N:24]=2)=[CH:21][CH:22]=1)(=[O:16])=[O:17])[C:2]([OH:38])=[O:1], predict the reactants needed to synthesize it. The reactants are: [O:1]=[C:2]1[O:7][CH2:6][C@H:5]2[C@:3]1([NH:14][S:15]([C:18]1[S:19][C:20]([C:23]3[CH:27]=[C:26]([C:28]([F:31])([F:30])[F:29])[O:25][N:24]=3)=[CH:21][CH:22]=1)(=[O:17])=[O:16])[C@H:4]2[C:8]1[CH:13]=[CH:12][CH:11]=[CH:10][CH:9]=1.O[Li].O.C1C[O:38]CC1.